Dataset: Forward reaction prediction with 1.9M reactions from USPTO patents (1976-2016). Task: Predict the product of the given reaction. (1) Given the reactants C([O:3][C:4]([CH:6]1[CH2:11][CH2:10][CH2:9][CH:8]([N:12]2[C:21]3[C:16](=[CH:17][CH:18]=[N:19][CH:20]=3)[C:15]3=[N:22][O:23][C:24]([CH3:25])=[C:14]3[C:13]2=[O:26])[CH2:7]1)=[O:5])C.[OH-].[Na+].C(O)C.Cl, predict the reaction product. The product is: [CH3:25][C:24]1[O:23][N:22]=[C:15]2[C:16]3[C:21](=[CH:20][N:19]=[CH:18][CH:17]=3)[N:12]([CH:8]3[CH2:9][CH2:10][CH2:11][CH:6]([C:4]([OH:5])=[O:3])[CH2:7]3)[C:13](=[O:26])[C:14]=12. (2) Given the reactants [O:1]([CH2:8][C:9](=[S:11])[NH2:10])[C:2]1[CH:7]=[CH:6][CH:5]=[CH:4][CH:3]=1.Br[CH2:13][C:14](=O)[C:15]([O:17][CH2:18][CH3:19])=[O:16].S([O-])([O-])(=O)=O.[Mg+2], predict the reaction product. The product is: [O:1]([CH2:8][C:9]1[S:11][CH:13]=[C:14]([C:15]([O:17][CH2:18][CH3:19])=[O:16])[N:10]=1)[C:2]1[CH:7]=[CH:6][CH:5]=[CH:4][CH:3]=1. (3) Given the reactants [Cl:1][C:2]1[N:3]=[C:4]2[C:9](=[CH:10][CH:11]=1)[N:8]=[CH:7][C:6]([S:12]([CH3:15])(=[O:14])=[O:13])=[C:5]2[NH:16][C:17]1[CH:22]=[CH:21][C:20]([CH2:23][N:24]([CH3:26])[CH3:25])=[CH:19][CH:18]=1.[Cl:27][C:28]1[CH:33]=[C:32](B2OC(C)(C)C(C)(C)O2)[CH:31]=[C:30]([Cl:43])[C:29]=1[OH:44].C1(N)C(F)=C(F)C(F)=C(N)C=1F.Cl.Cl, predict the reaction product. The product is: [ClH:1].[ClH:27].[Cl:27][C:28]1[CH:33]=[C:32]([C:2]2[CH:11]=[CH:10][C:9]3[C:4](=[C:5]([NH:16][C:17]4[CH:22]=[CH:21][C:20]([CH2:23][N:24]([CH3:26])[CH3:25])=[CH:19][CH:18]=4)[C:6]([S:12]([CH3:15])(=[O:14])=[O:13])=[CH:7][N:8]=3)[N:3]=2)[CH:31]=[C:30]([Cl:43])[C:29]=1[OH:44]. (4) Given the reactants Cl.[C:2]([C:4]1[CH:9]=[CH:8][C:7]([CH:10]2[CH2:14][S:13][C:12]3=[N:15][CH:16]=[C:17]([C:18]([OH:20])=O)[N:11]23)=[CH:6][CH:5]=1)#[N:3].Cl.[Cl:22][C:23]1[CH:24]=[C:25]([N:29]2[CH2:34][CH2:33][NH:32][CH2:31][C:30]2=[O:35])[CH:26]=[CH:27][CH:28]=1.CCN=C=NCCCN(C)C.Cl.C1C=CC2N(O)N=NC=2C=1.C(N(CC)C(C)C)(C)C, predict the reaction product. The product is: [ClH:22].[Cl:22][C:23]1[CH:24]=[C:25]([N:29]2[CH2:34][CH2:33][N:32]([C:18]([C:17]3[N:11]4[C:12]([S:13][CH2:14][CH:10]4[C:7]4[CH:6]=[CH:5][C:4]([C:2]#[N:3])=[CH:9][CH:8]=4)=[N:15][CH:16]=3)=[O:20])[CH2:31][C:30]2=[O:35])[CH:26]=[CH:27][CH:28]=1. (5) Given the reactants Cl.[CH:2]1([CH2:5][O:6][C:7]2[CH:12]=[C:11]([F:13])[CH:10]=[CH:9][C:8]=2[C:14]2[C:15]3[NH:22][C:21]([CH3:23])=[C:20]([C:24]([NH:26][C@@H:27]4[CH2:31][CH2:30][NH:29][CH2:28]4)=[O:25])[C:16]=3[N:17]=[CH:18][N:19]=2)[CH2:4][CH2:3]1.[C:32](Cl)(=[O:35])[CH2:33][CH3:34], predict the reaction product. The product is: [CH:2]1([CH2:5][O:6][C:7]2[CH:12]=[C:11]([F:13])[CH:10]=[CH:9][C:8]=2[C:14]2[C:15]3[NH:22][C:21]([CH3:23])=[C:20]([C:24]([NH:26][C@@H:27]4[CH2:31][CH2:30][N:29]([C:32](=[O:35])[CH2:33][CH3:34])[CH2:28]4)=[O:25])[C:16]=3[N:17]=[CH:18][N:19]=2)[CH2:4][CH2:3]1. (6) The product is: [CH3:52][O:37][C:35](=[O:36])[C:34]1[CH:38]=[CH:39][C:31]([N:30]2[C:28](=[O:29])[C@H:9]3[C@H:8]([C:4]4[CH:5]=[CH:6][CH:7]=[C:2]([Cl:1])[C:3]=4[F:45])[C@:12]([C:15]4[CH:20]=[CH:19][C:18]([Cl:21])=[CH:17][C:16]=4[F:22])([C:13]#[N:14])[C@H:11]([CH2:23][C:24]([CH3:26])([CH3:27])[CH3:25])[N:10]3[C@@H:50]2[CH:46]2[CH2:49][CH2:48][CH2:47]2)=[C:32]([O:40][CH3:41])[CH:33]=1. Given the reactants [Cl:1][C:2]1[C:3]([F:45])=[C:4]([C@@H:8]2[C@:12]([C:15]3[CH:20]=[CH:19][C:18]([Cl:21])=[CH:17][C:16]=3[F:22])([C:13]#[N:14])[C@H:11]([CH2:23][C:24]([CH3:27])([CH3:26])[CH3:25])[NH:10][C@H:9]2[C:28]([NH:30][C:31]2[CH:39]=[CH:38][C:34]([C:35]([OH:37])=[O:36])=[CH:33][C:32]=2[O:40][C:41](F)(F)F)=[O:29])[CH:5]=[CH:6][CH:7]=1.[CH:46]1([CH:50]=O)[CH2:49][CH2:48][CH2:47]1.[CH3:52]C(O)=O, predict the reaction product. (7) Given the reactants [NH2:1][C@@H:2]([C@H:6]([OH:10])[CH:7]([CH3:9])[CH3:8])[C:3]([OH:5])=[O:4].[C:11]([O-:14])(O)=[O:12].[Na+].[C:16]1([CH2:22][CH2:23][CH2:24][CH2:25][CH2:26]C2C(=O)N(C([O-])=O)C=CC=2)[CH:21]=[CH:20][CH:19]=[CH:18][CH:17]=1, predict the reaction product. The product is: [OH:10][C@H:6]([CH:7]([CH3:9])[CH3:8])[C@H:2]([NH:1][C:11]([O:14][CH2:26][CH2:25][CH2:24][CH2:23][CH2:22][C:16]1[CH:21]=[CH:20][CH:19]=[CH:18][CH:17]=1)=[O:12])[C:3]([OH:5])=[O:4].